Dataset: Full USPTO retrosynthesis dataset with 1.9M reactions from patents (1976-2016). Task: Predict the reactants needed to synthesize the given product. (1) Given the product [Cl:1][C:2]1[CH:7]=[CH:6][C:5]([S:8]([N:11]2[C:17]3[CH:18]=[CH:19][CH:20]=[CH:21][C:16]=3[CH2:15][CH2:14][CH2:13][CH2:12]2)(=[O:9])=[O:10])=[CH:4][C:3]=1[N:22]1[C:26]2=[N:27][C:28]([CH2:32][OH:33])=[CH:29][C:30]([CH3:31])=[C:25]2[NH:24][C:23]1=[O:37], predict the reactants needed to synthesize it. The reactants are: [Cl:1][C:2]1[CH:7]=[CH:6][C:5]([S:8]([N:11]2[C:17]3[CH:18]=[CH:19][CH:20]=[CH:21][C:16]=3[CH2:15][CH2:14][CH2:13][CH2:12]2)(=[O:10])=[O:9])=[CH:4][C:3]=1[N:22]1[C:26]2=[N:27][C:28]([C:32](OCC)=[O:33])=[CH:29][C:30]([CH3:31])=[C:25]2[NH:24][C:23]1=[O:37].[H-].C([Al+]CC(C)C)C(C)C.Cl. (2) Given the product [OH:9][CH2:10][C:11]([C:14]1[CH:15]=[C:16]([OH:20])[CH:17]=[CH:18][CH:19]=1)([CH3:13])[CH3:12], predict the reactants needed to synthesize it. The reactants are: [H-].[Al+3].[Li+].[H-].[H-].[H-].C([O:9][C:10](=O)[C:11]([C:14]1[CH:19]=[CH:18][CH:17]=[C:16]([OH:20])[CH:15]=1)([CH3:13])[CH3:12])C. (3) Given the product [S:63]1[CH:64]=[CH:65][N:66]=[C:62]1[C:60]([N:57]1[CH2:56][CH2:55][C:54]([CH:52]2[CH2:51][N:50]([C:11]([C:9]3[S:8][C:7]4[CH:14]=[C:3]([C:2]([F:1])([F:16])[F:15])[CH:4]=[CH:5][C:6]=4[CH:10]=3)=[O:13])[CH2:53]2)([OH:67])[CH2:59][CH2:58]1)=[O:61], predict the reactants needed to synthesize it. The reactants are: [F:1][C:2]([F:16])([F:15])[C:3]1[CH:4]=[CH:5][C:6]2[CH:10]=[C:9]([C:11]([OH:13])=O)[S:8][C:7]=2[CH:14]=1.CCN(C(C)C)C(C)C.CN(C(ON1N=NC2C=CC=CC1=2)=[N+](C)C)C.F[P-](F)(F)(F)(F)F.[NH:50]1[CH2:53][CH:52]([C:54]2([OH:67])[CH2:59][CH2:58][N:57]([C:60]([C:62]3[S:63][CH:64]=[CH:65][N:66]=3)=[O:61])[CH2:56][CH2:55]2)[CH2:51]1. (4) Given the product [CH2:23]([O:22][CH2:21][CH2:20][CH2:19][C:3]1[CH:4]=[C:5]([Cl:18])[C:6]([CH2:8][C:9]2[CH:14]=[CH:13][C:12]([O:15][CH2:16][CH3:17])=[CH:11][CH:10]=2)=[CH:7][C:2]=1[C:36]1([O:57][CH3:28])[C@H:35]([OH:34])[C@@H:40]([OH:41])[C@H:39]([OH:46])[C@@H:38]([CH2:51][OH:52])[O:37]1)[C:24]#[C:25][CH3:26], predict the reactants needed to synthesize it. The reactants are: Br[C:2]1[CH:7]=[C:6]([CH2:8][C:9]2[CH:14]=[CH:13][C:12]([O:15][CH2:16][CH3:17])=[CH:11][CH:10]=2)[C:5]([Cl:18])=[CH:4][C:3]=1[CH2:19][CH2:20][CH2:21][O:22][CH2:23][C:24]#[C:25][CH3:26].[Li][CH2:28]CCC.C[Si](C)(C)[O:34][C@@H:35]1[C@@H:40]([O:41][Si](C)(C)C)[C@H:39]([O:46][Si](C)(C)C)[C@@H:38]([CH2:51][O:52][Si](C)(C)C)[O:37][C:36]1=[O:57].CS(O)(=O)=O. (5) Given the product [CH2:25]([C:18]1[CH:19]=[C:20]([CH3:24])[CH:21]=[C:22]([CH3:23])[C:17]=1[CH:16]1[C:15](=[O:27])[N:7]2[CH2:8][CH2:9][N:10]([O:13][CH3:14])[CH2:11][CH2:12][N:6]2[C:4]1=[O:3])[CH3:26], predict the reactants needed to synthesize it. The reactants are: C([O:3][C:4]([N:6]1[CH2:12][CH2:11][N:10]([O:13][CH3:14])[CH2:9][CH2:8][N:7]1[C:15](=[O:27])[CH2:16][C:17]1[C:22]([CH3:23])=[CH:21][C:20]([CH3:24])=[CH:19][C:18]=1[CH2:25][CH3:26])=O)C.C[O-].[Na+].Cl.